From a dataset of Catalyst prediction with 721,799 reactions and 888 catalyst types from USPTO. Predict which catalyst facilitates the given reaction. Reactant: C(O)(=[O:3])C.[BH4-].[Na+].[C:7]([C:11]1[CH:16]=[CH:15][C:14]([C:17]2[C:25]3[C:20](=[CH:21][CH:22]=[C:23]([CH:26]=[CH2:27])[CH:24]=3)[N:19]([CH2:28][C:29]3[CH:34]=[CH:33][CH:32]=[C:31]([O:35][CH3:36])[CH:30]=3)[C:18]=2[C:37]([O:39][CH2:40][CH3:41])=[O:38])=[CH:13][CH:12]=1)([CH3:10])([CH3:9])[CH3:8]. Product: [C:7]([C:11]1[CH:12]=[CH:13][C:14]([C:17]2[C:25]3[C:20](=[CH:21][CH:22]=[C:23]([CH2:26][CH2:27][OH:3])[CH:24]=3)[N:19]([CH2:28][C:29]3[CH:34]=[CH:33][CH:32]=[C:31]([O:35][CH3:36])[CH:30]=3)[C:18]=2[C:37]([O:39][CH2:40][CH3:41])=[O:38])=[CH:15][CH:16]=1)([CH3:8])([CH3:9])[CH3:10]. The catalyst class is: 7.